From a dataset of Catalyst prediction with 721,799 reactions and 888 catalyst types from USPTO. Predict which catalyst facilitates the given reaction. Reactant: [Cl:1][C:2]1[CH:7]=[C:6]([C:8]2[C:17]3[C:12](=[CH:13][C:14]([S:18](OC4C(F)=C(F)C(F)=C(F)C=4F)(=[O:20])=[O:19])=[CH:15][CH:16]=3)[N:11]=[CH:10][N:9]=2)[C:5]([O:33][CH3:34])=[CH:4][C:3]=1[C:35]1[CH:40]=[CH:39][CH:38]=[C:37]([F:41])[CH:36]=1.[N:42]1[CH:47]=[CH:46][CH:45]=[C:44]([NH2:48])[N:43]=1.C1COCC1.C[Si]([N-][Si](C)(C)C)(C)C.[Li+]. Product: [Cl:1][C:2]1[CH:7]=[C:6]([C:8]2[C:17]3[C:12](=[CH:13][C:14]([S:18]([NH:48][C:44]4[N:43]=[N:42][CH:47]=[CH:46][CH:45]=4)(=[O:20])=[O:19])=[CH:15][CH:16]=3)[N:11]=[CH:10][N:9]=2)[C:5]([O:33][CH3:34])=[CH:4][C:3]=1[C:35]1[CH:40]=[CH:39][CH:38]=[C:37]([F:41])[CH:36]=1. The catalyst class is: 818.